This data is from Catalyst prediction with 721,799 reactions and 888 catalyst types from USPTO. The task is: Predict which catalyst facilitates the given reaction. (1) Reactant: [Cl:1][C:2]1[N:10]=[C:9]2[C:5]([NH:6][CH:7]=[N:8]2)=[C:4](Cl)[N:3]=1.[CH3:12][O:13][C:14]1[CH:19]=[CH:18][C:17]([NH2:20])=[CH:16][CH:15]=1. Product: [Cl:1][C:2]1[NH:3][C:4]([NH:20][C:17]2[CH:18]=[CH:19][C:14]([O:13][CH3:12])=[CH:15][CH:16]=2)=[C:5]2[C:9]([N:10]=1)=[N:8][CH:7]=[N:6]2. The catalyst class is: 51. (2) Reactant: [C:1]1([C:6]2[C:7]3[CH:8]=[C:9]4[CH:18]([CH2:19][C:20]([O:22][CH3:23])=[O:21])[CH2:17][CH2:16][N:10]4[C:11]=3[CH:12]=[C:13]([F:15])[CH:14]=2)[CH2:5][CH2:4][CH2:3][CH:2]=1. Product: [CH:1]1([C:6]2[C:7]3[CH:8]=[C:9]4[CH:18]([CH2:19][C:20]([O:22][CH3:23])=[O:21])[CH2:17][CH2:16][N:10]4[C:11]=3[CH:12]=[C:13]([F:15])[CH:14]=2)[CH2:2][CH2:3][CH2:4][CH2:5]1. The catalyst class is: 50.